From a dataset of Forward reaction prediction with 1.9M reactions from USPTO patents (1976-2016). Predict the product of the given reaction. (1) Given the reactants [CH:1]([C:3]1[S:7][C:6]([C:8]2[CH:16]=[CH:15][C:11]([C:12](O)=[O:13])=[CH:10][CH:9]=2)=[CH:5][CH:4]=1)=[O:2].FC(F)(F)C(OC1C(F)=C(F)C(F)=C(F)C=1F)=O.[CH3:35][NH:36][CH3:37], predict the reaction product. The product is: [CH:1]([C:3]1[S:7][C:6]([C:8]2[CH:16]=[CH:15][C:11]([C:12]([N:36]([CH3:37])[CH3:35])=[O:13])=[CH:10][CH:9]=2)=[CH:5][CH:4]=1)=[O:2]. (2) Given the reactants [Cl:1][C:2]1[CH:7]=[CH:6][C:5]([C:8]2[N:9]=[CH:10][NH:11][C:12]=2[C:13]2[CH:18]=[CH:17][C:16]([Cl:19])=[CH:15][CH:14]=2)=[CH:4][CH:3]=1.[CH3:20]I.[H-].[Na+], predict the reaction product. The product is: [Cl:19][C:16]1[CH:17]=[CH:18][C:13]([C:12]2[N:11]=[CH:10][N:9]([CH3:20])[C:8]=2[C:5]2[CH:4]=[CH:3][C:2]([Cl:1])=[CH:7][CH:6]=2)=[CH:14][CH:15]=1. (3) Given the reactants [NH2:1][NH:2][C:3]([C:5]1[CH:10]=[N:9][CH:8]=[CH:7][N:6]=1)=[NH:4].[CH2:11]([O:18][C:19]1[CH:26]=[CH:25][C:22]([CH:23]=O)=[C:21]([OH:27])[CH:20]=1)[C:12]1[CH:17]=[CH:16][CH:15]=[CH:14][CH:13]=1, predict the reaction product. The product is: [CH2:11]([O:18][C:19]1[CH:26]=[CH:25][C:22]([C:23]2[NH:1][N:2]=[C:3]([C:5]3[CH:10]=[N:9][CH:8]=[CH:7][N:6]=3)[N:4]=2)=[C:21]([OH:27])[CH:20]=1)[C:12]1[CH:13]=[CH:14][CH:15]=[CH:16][CH:17]=1.